Dataset: Reaction yield outcomes from USPTO patents with 853,638 reactions. Task: Predict the reaction yield, written as a fraction of the theoretical maximum amount of product (1.0 means a 100% yield; for example, 0.34 means a 34% yield). (1) The product is [CH2:17]([O:24][C:25]1[C:33]([O:34][CH3:35])=[CH:32][C:28]([C:29]([N:10]2[C:11]3[C:7](=[CH:6][CH:5]=[C:4]([N+:1]([O-:3])=[O:2])[CH:12]=3)[CH2:8][CH:9]2[C:13]([O:15][CH3:16])=[O:14])=[O:30])=[C:27]([N+:36]([O-:38])=[O:37])[CH:26]=1)[C:18]1[CH:23]=[CH:22][CH:21]=[CH:20][CH:19]=1. The yield is 0.414. The reactants are [N+:1]([C:4]1[CH:12]=[C:11]2[C:7]([CH2:8][CH:9]([C:13]([O:15][CH3:16])=[O:14])[NH:10]2)=[CH:6][CH:5]=1)([O-:3])=[O:2].[CH2:17]([O:24][C:25]1[C:33]([O:34][CH3:35])=[CH:32][C:28]([C:29](Cl)=[O:30])=[C:27]([N+:36]([O-:38])=[O:37])[CH:26]=1)[C:18]1[CH:23]=[CH:22][CH:21]=[CH:20][CH:19]=1.N1C2C(=CC=CC=2)CC1.C(N(CC)CC)C. The catalyst is O1CCCC1. (2) The reactants are C(O/[CH:4]=[C:5](/[C:11](=O)[C:12]([F:15])([F:14])[F:13])\[C:6]([O:8][CH2:9][CH3:10])=[O:7])C.Cl.[NH:18]([C:20]1[CH:27]=[CH:26][C:23]([C:24]#[N:25])=[CH:22][CH:21]=1)[NH2:19]. The catalyst is C(O)C. The product is [C:24]([C:23]1[CH:26]=[CH:27][C:20]([N:18]2[C:11]([C:12]([F:13])([F:14])[F:15])=[C:5]([C:6]([O:8][CH2:9][CH3:10])=[O:7])[CH:4]=[N:19]2)=[CH:21][CH:22]=1)#[N:25]. The yield is 0.770. (3) The reactants are [C:1]([N:8]1[CH2:13][CH2:12][NH:11][C:10](=[O:14])[CH2:9]1)([O:3][C:4]([CH3:7])([CH3:6])[CH3:5])=[O:2].C([Li])CCC.B(F)(F)F.[CH2:24]([CH:26]1[O:28][CH2:27]1)[Cl:25]. The catalyst is C1COCC1. The product is [Cl:25][CH2:24][CH:26]([OH:28])[CH2:27][N:11]1[CH2:12][CH2:13][N:8]([C:1]([O:3][C:4]([CH3:7])([CH3:6])[CH3:5])=[O:2])[CH2:9][C:10]1=[O:14]. The yield is 0.450. (4) The reactants are C([O:8][C:9]1[C:10]([Cl:24])=[CH:11][C:12]([Cl:23])=[C:13]2[C:18]=1[N:17]=[C:16]([CH2:19][N:20]([CH3:22])[CH3:21])[CH:15]=[N:14]2)C1C=CC=CC=1. The catalyst is Cl. The product is [ClH:23].[Cl:24][C:10]1[CH:11]=[C:12]([Cl:23])[C:13]2[N:14]=[CH:15][C:16]([CH2:19][N:20]([CH3:21])[CH3:22])=[N:17][C:18]=2[C:9]=1[OH:8]. The yield is 0.830.